This data is from Peptide-MHC class I binding affinity with 185,985 pairs from IEDB/IMGT. The task is: Regression. Given a peptide amino acid sequence and an MHC pseudo amino acid sequence, predict their binding affinity value. This is MHC class I binding data. (1) The peptide sequence is SRISIYWTI. The MHC is HLA-A24:02 with pseudo-sequence HLA-A24:02. The binding affinity (normalized) is 0.465. (2) The peptide sequence is LTPEKGWLSTL. The MHC is Mamu-A01 with pseudo-sequence Mamu-A01. The binding affinity (normalized) is 0.825. (3) The peptide sequence is YSDNEMLTH. The MHC is HLA-B39:01 with pseudo-sequence HLA-B39:01. The binding affinity (normalized) is 0.0847. (4) The peptide sequence is FLKSGAVVK. The MHC is HLA-A11:01 with pseudo-sequence HLA-A11:01. The binding affinity (normalized) is 0.459. (5) The peptide sequence is SLIVKCMPY. The MHC is HLA-B15:17 with pseudo-sequence HLA-B15:17. The binding affinity (normalized) is 0.279. (6) The peptide sequence is VLTLLLLLV. The MHC is HLA-A30:02 with pseudo-sequence HLA-A30:02. The binding affinity (normalized) is 0.294.